This data is from NCI-60 drug combinations with 297,098 pairs across 59 cell lines. The task is: Regression. Given two drug SMILES strings and cell line genomic features, predict the synergy score measuring deviation from expected non-interaction effect. (1) Drug 1: C1=CC(=CC=C1CC(C(=O)O)N)N(CCCl)CCCl.Cl. Drug 2: C1CN(CCN1C(=O)CCBr)C(=O)CCBr. Cell line: SNB-75. Synergy scores: CSS=10.4, Synergy_ZIP=-0.618, Synergy_Bliss=4.84, Synergy_Loewe=1.81, Synergy_HSA=4.79. (2) Drug 1: CCN(CC)CCCC(C)NC1=C2C=C(C=CC2=NC3=C1C=CC(=C3)Cl)OC. Drug 2: B(C(CC(C)C)NC(=O)C(CC1=CC=CC=C1)NC(=O)C2=NC=CN=C2)(O)O. Cell line: HCC-2998. Synergy scores: CSS=64.9, Synergy_ZIP=3.25, Synergy_Bliss=0.256, Synergy_Loewe=-6.20, Synergy_HSA=-6.51. (3) Drug 1: CN1C2=C(C=C(C=C2)N(CCCl)CCCl)N=C1CCCC(=O)O.Cl. Drug 2: CN(CC1=CN=C2C(=N1)C(=NC(=N2)N)N)C3=CC=C(C=C3)C(=O)NC(CCC(=O)O)C(=O)O. Cell line: A498. Synergy scores: CSS=30.7, Synergy_ZIP=0.317, Synergy_Bliss=-1.31, Synergy_Loewe=-50.1, Synergy_HSA=-3.06.